Dataset: NCI-60 drug combinations with 297,098 pairs across 59 cell lines. Task: Regression. Given two drug SMILES strings and cell line genomic features, predict the synergy score measuring deviation from expected non-interaction effect. (1) Drug 1: CS(=O)(=O)C1=CC(=C(C=C1)C(=O)NC2=CC(=C(C=C2)Cl)C3=CC=CC=N3)Cl. Drug 2: C1=CC(=CC=C1C#N)C(C2=CC=C(C=C2)C#N)N3C=NC=N3. Cell line: OVCAR3. Synergy scores: CSS=3.37, Synergy_ZIP=-0.519, Synergy_Bliss=1.99, Synergy_Loewe=1.48, Synergy_HSA=0.165. (2) Drug 1: CC1C(C(CC(O1)OC2CC(CC3=C2C(=C4C(=C3O)C(=O)C5=C(C4=O)C(=CC=C5)OC)O)(C(=O)CO)O)N)O.Cl. Drug 2: C1=C(C(=O)NC(=O)N1)F. Cell line: IGROV1. Synergy scores: CSS=20.2, Synergy_ZIP=-10.00, Synergy_Bliss=0.364, Synergy_Loewe=0.213, Synergy_HSA=0.480. (3) Drug 1: CC1=CC=C(C=C1)C2=CC(=NN2C3=CC=C(C=C3)S(=O)(=O)N)C(F)(F)F. Drug 2: CN(C(=O)NC(C=O)C(C(C(CO)O)O)O)N=O. Cell line: ACHN. Synergy scores: CSS=1.11, Synergy_ZIP=-0.100, Synergy_Bliss=-2.23, Synergy_Loewe=-0.353, Synergy_HSA=-3.17. (4) Drug 1: CS(=O)(=O)C1=CC(=C(C=C1)C(=O)NC2=CC(=C(C=C2)Cl)C3=CC=CC=N3)Cl. Drug 2: CC1=C(C(=CC=C1)Cl)NC(=O)C2=CN=C(S2)NC3=CC(=NC(=N3)C)N4CCN(CC4)CCO. Cell line: DU-145. Synergy scores: CSS=13.5, Synergy_ZIP=-0.158, Synergy_Bliss=0.483, Synergy_Loewe=-3.57, Synergy_HSA=-2.50. (5) Drug 1: CC1=CC2C(CCC3(C2CCC3(C(=O)C)OC(=O)C)C)C4(C1=CC(=O)CC4)C. Drug 2: CN(C(=O)NC(C=O)C(C(C(CO)O)O)O)N=O. Cell line: M14. Synergy scores: CSS=-1.51, Synergy_ZIP=0.618, Synergy_Bliss=-2.07, Synergy_Loewe=-4.26, Synergy_HSA=-4.88. (6) Drug 1: CC1=C2C(C(=O)C3(C(CC4C(C3C(C(C2(C)C)(CC1OC(=O)C(C(C5=CC=CC=C5)NC(=O)C6=CC=CC=C6)O)O)OC(=O)C7=CC=CC=C7)(CO4)OC(=O)C)O)C)OC(=O)C. Drug 2: CC1C(C(CC(O1)OC2CC(OC(C2O)C)OC3=CC4=CC5=C(C(=O)C(C(C5)C(C(=O)C(C(C)O)O)OC)OC6CC(C(C(O6)C)O)OC7CC(C(C(O7)C)O)OC8CC(C(C(O8)C)O)(C)O)C(=C4C(=C3C)O)O)O)O. Cell line: SF-295. Synergy scores: CSS=19.0, Synergy_ZIP=-2.66, Synergy_Bliss=-1.32, Synergy_Loewe=0.260, Synergy_HSA=0.676.